From a dataset of Forward reaction prediction with 1.9M reactions from USPTO patents (1976-2016). Predict the product of the given reaction. (1) Given the reactants [CH2:1]([N:3]1[C:7]([O:8][C:9]2[CH:14]=[CH:13][C:12]([CH:15]=[O:16])=[CH:11][CH:10]=2)=[CH:6][C:5]([C:17]2[CH:18]=[C:19]([C:23]([NH:26][S:27]([CH2:30][C:31]([F:34])([F:33])[F:32])(=[O:29])=[O:28])([CH3:25])[CH3:24])[CH:20]=[CH:21][CH:22]=2)=[N:4]1)[CH3:2].C(=O)([O-])[O-].[K+].[K+].CC1C=CC(S([CH2:51][N+:52]#[C-:53])(=O)=O)=CC=1.[N+](CS(C1C=CC(C)=CC=1)(=O)=O)#[C-], predict the reaction product. The product is: [CH2:1]([N:3]1[C:7]([O:8][C:9]2[CH:10]=[CH:11][C:12]([C:15]3[O:16][CH:53]=[N:52][CH:51]=3)=[CH:13][CH:14]=2)=[CH:6][C:5]([C:17]2[CH:18]=[C:19]([C:23]([NH:26][S:27]([CH2:30][C:31]([F:34])([F:32])[F:33])(=[O:28])=[O:29])([CH3:25])[CH3:24])[CH:20]=[CH:21][CH:22]=2)=[N:4]1)[CH3:2]. (2) Given the reactants [Cr](Cl)([O-])(=O)=O.[NH+]1C=CC=CC=1.[C:12]([O:16][C:17]([N:19]1[CH2:23][CH2:22][CH2:21][CH:20]1[CH:24]([OH:42])[CH:25]([CH2:34][CH2:35][C:36]1[CH:41]=[CH:40][CH:39]=[CH:38][CH:37]=1)[CH2:26][CH2:27][C:28]1[CH:33]=[CH:32][CH:31]=[CH:30][CH:29]=1)=[O:18])([CH3:15])([CH3:14])[CH3:13], predict the reaction product. The product is: [C:12]([O:16][C:17]([N:19]1[CH2:23][CH2:22][CH2:21][CH:20]1[C:24](=[O:42])[CH:25]([CH2:34][CH2:35][C:36]1[CH:37]=[CH:38][CH:39]=[CH:40][CH:41]=1)[CH2:26][CH2:27][C:28]1[CH:33]=[CH:32][CH:31]=[CH:30][CH:29]=1)=[O:18])([CH3:15])([CH3:13])[CH3:14].